Dataset: Forward reaction prediction with 1.9M reactions from USPTO patents (1976-2016). Task: Predict the product of the given reaction. (1) Given the reactants C(O[C:6]([N:8]1[CH2:12][C:11](=[N:13][O:14][CH3:15])[CH2:10][C@H:9]1[C:16]([OH:18])=O)=[O:7])(C)(C)C.[CH3:19][C:20]1[CH:25]=[CH:24][CH:23]=[C:22]([CH3:26])[C:21]=1[C:27]1[CH:32]=[CH:31][C:30](C(O)=O)=[CH:29][CH:28]=1.[NH2:36][C@@H:37]1[CH2:42][CH2:41][CH2:40][CH2:39][C@@H:38]1[C:43]([NH2:45])=[O:44], predict the reaction product. The product is: [NH2:45][C:43]([C@H:38]1[CH2:39][CH2:40][CH2:41][CH2:42][C@H:37]1[NH:36][C:16]([C@@H:9]1[CH2:10][C:11](=[N:13][O:14][CH3:15])[CH2:12][N:8]1[C:6]([C:30]1[CH:29]=[CH:28][C:27]([C:21]2[C:22]([CH3:26])=[CH:23][CH:24]=[CH:25][C:20]=2[CH3:19])=[CH:32][CH:31]=1)=[O:7])=[O:18])=[O:44]. (2) Given the reactants [CH2:1]([O:8][C:9]1[CH:17]=[CH:16][C:12]([C:13]([OH:15])=[O:14])=[CH:11][C:10]=1[O:18][CH2:19][CH:20]1[CH2:22][CH2:21]1)[C:2]1[CH:7]=[CH:6][CH:5]=[CH:4][CH:3]=1.S(Cl)(Cl)=O.[CH3:27]O, predict the reaction product. The product is: [CH2:1]([O:8][C:9]1[CH:17]=[CH:16][C:12]([C:13]([O:15][CH3:27])=[O:14])=[CH:11][C:10]=1[O:18][CH2:19][CH:20]1[CH2:21][CH2:22]1)[C:2]1[CH:3]=[CH:4][CH:5]=[CH:6][CH:7]=1. (3) Given the reactants [NH:1]1[CH2:4][CH:3]([O:5][C:6]2[CH:7]=[CH:8][C:9]([NH:12][C:13]3[C:14](=[O:21])[N:15]([CH3:20])[CH:16]=[C:17]([Br:19])[CH:18]=3)=[N:10][CH:11]=2)[CH2:2]1.C=O.O.[C:25]([BH3-])#N.[Na+], predict the reaction product. The product is: [Br:19][C:17]1[CH:18]=[C:13]([NH:12][C:9]2[CH:8]=[CH:7][C:6]([O:5][CH:3]3[CH2:4][N:1]([CH3:25])[CH2:2]3)=[CH:11][N:10]=2)[C:14](=[O:21])[N:15]([CH3:20])[CH:16]=1. (4) Given the reactants [CH3:1][O:2][C:3]1[CH:29]=[CH:28][C:6]([CH2:7][N:8]2[CH2:12][CH2:11][CH:10]([N:13]3[CH2:18][CH2:17][C:16]([C:19]4[CH:24]=[CH:23][C:22]([O:25][CH3:26])=[CH:21][CH:20]=4)=[CH:15][CH2:14]3)[C:9]2=[O:27])=[CH:5][CH:4]=1.CO, predict the reaction product. The product is: [CH3:1][O:2][C:3]1[CH:4]=[CH:5][C:6]([CH2:7][N:8]2[CH2:12][CH2:11][CH:10]([N:13]3[CH2:18][CH2:17][CH:16]([C:19]4[CH:20]=[CH:21][C:22]([O:25][CH3:26])=[CH:23][CH:24]=4)[CH2:15][CH2:14]3)[C:9]2=[O:27])=[CH:28][CH:29]=1.